From a dataset of Catalyst prediction with 721,799 reactions and 888 catalyst types from USPTO. Predict which catalyst facilitates the given reaction. (1) Reactant: [Br:1]Br.[C:3]([C:5]1[CH:6]=[C:7]([C:11]([O:13][CH2:14][CH3:15])=[O:12])[NH:8][C:9]=1[CH3:10])#[N:4]. Product: [Br:1][C:6]1[C:5]([C:3]#[N:4])=[C:9]([CH3:10])[NH:8][C:7]=1[C:11]([O:13][CH2:14][CH3:15])=[O:12]. The catalyst class is: 15. (2) Reactant: Cl[C:2]1[C:3]2[N:4]([C:13]([CH2:16][C:17]3[S:18][CH:19]=[CH:20][CH:21]=3)=[N:14][N:15]=2)[C:5]2[C:10]([N:11]=1)=[CH:9][CH:8]=[C:7]([Cl:12])[CH:6]=2.[CH3:22][N:23]1[CH2:28][CH2:27][NH:26][CH2:25][CH2:24]1.C1COCC1. Product: [Cl:12][C:7]1[CH:6]=[C:5]2[C:10]([N:11]=[C:2]([N:26]3[CH2:27][CH2:28][N:23]([CH3:22])[CH2:24][CH2:25]3)[C:3]3[N:4]2[C:13]([CH2:16][C:17]2[S:18][CH:19]=[CH:20][CH:21]=2)=[N:14][N:15]=3)=[CH:9][CH:8]=1. The catalyst class is: 138. (3) Reactant: [NH2:1][C:2]1[CH:7]=[CH:6][C:5]([NH:8][C:9]([CH:11]2[CH:15]([C:16]3[CH:21]=[CH:20][CH:19]=[C:18]([Cl:22])[C:17]=3[F:23])[C:14]([C:26]3[CH:31]=[CH:30][C:29]([Cl:32])=[CH:28][C:27]=3[F:33])([C:24]#[N:25])[CH:13]([CH2:34][C:35]([CH3:38])([CH3:37])[CH3:36])[NH:12]2)=[O:10])=[CH:4][CH:3]=1.[CH3:39][S:40](O[S:40]([CH3:39])(=[O:42])=[O:41])(=[O:42])=[O:41].C(N(CC)CC)C. Product: [CH3:39][S:40]([NH:1][C:2]1[CH:7]=[CH:6][C:5]([NH:8][C:9]([CH:11]2[CH:15]([C:16]3[CH:21]=[CH:20][CH:19]=[C:18]([Cl:22])[C:17]=3[F:23])[C:14]([C:26]3[CH:31]=[CH:30][C:29]([Cl:32])=[CH:28][C:27]=3[F:33])([C:24]#[N:25])[CH:13]([CH2:34][C:35]([CH3:38])([CH3:37])[CH3:36])[NH:12]2)=[O:10])=[CH:4][CH:3]=1)(=[O:42])=[O:41]. The catalyst class is: 2. (4) Reactant: [C:1]([O:5][C:6]([N:8]([CH:22]1[CH2:27][CH2:26][O:25][CH2:24][CH2:23]1)[CH2:9][CH2:10][NH:11]C(=O)OCC1C=CC=CC=1)=[O:7])([CH3:4])([CH3:3])[CH3:2]. Product: [NH2:11][CH2:10][CH2:9][N:8]([CH:22]1[CH2:23][CH2:24][O:25][CH2:26][CH2:27]1)[C:6](=[O:7])[O:5][C:1]([CH3:3])([CH3:2])[CH3:4]. The catalyst class is: 105. (5) Reactant: [C:1]([O:5][C:6]([NH:8][CH2:9][CH2:10][CH2:11][C@H:12]([NH:17][C:18]([C:20]1[C:21](=[O:35])[N:22]([CH2:26][C:27]2[CH:32]=[C:31]([Br:33])[CH:30]=[C:29]([Br:34])[CH:28]=2)[CH:23]=[CH:24][CH:25]=1)=[O:19])[C:13]([O:15]C)=[O:14])=[O:7])([CH3:4])([CH3:3])[CH3:2].C1COCC1.[OH-].[Na+]. Product: [C:1]([O:5][C:6]([NH:8][CH2:9][CH2:10][CH2:11][C@H:12]([NH:17][C:18]([C:20]1[C:21](=[O:35])[N:22]([CH2:26][C:27]2[CH:32]=[C:31]([Br:33])[CH:30]=[C:29]([Br:34])[CH:28]=2)[CH:23]=[CH:24][CH:25]=1)=[O:19])[C:13]([OH:15])=[O:14])=[O:7])([CH3:4])([CH3:2])[CH3:3]. The catalyst class is: 5. (6) Reactant: Cl.[C:2]([OH:5])(=[O:4])[CH3:3].Br.[Cl:7][C:8]1[CH:9]=[CH:10][C:11]2[N:12]([C:14](CC(N)=O)=[C:15]([C:17]3[CH:22]=[CH:21][C:20]([O:23][CH3:24])=[CH:19][CH:18]=3)[N:16]=2)[CH:13]=1. Product: [Cl:7][C:8]1[CH:9]=[CH:10][C:11]2[N:12]([C:14]([CH2:3][C:2]([OH:5])=[O:4])=[C:15]([C:17]3[CH:22]=[CH:21][C:20]([O:23][CH3:24])=[CH:19][CH:18]=3)[N:16]=2)[CH:13]=1. The catalyst class is: 15.